From a dataset of Experimentally validated miRNA-target interactions with 360,000+ pairs, plus equal number of negative samples. Binary Classification. Given a miRNA mature sequence and a target amino acid sequence, predict their likelihood of interaction. (1) The miRNA is mmu-miR-3965 with sequence UGCUUAUCAGCCUGAUGUU. The protein sequence of the target gene is MAEEREPELYLKWKHCETPGVKTLCNLKHCETPGVKTLCNLKKLLNRLQKDHREDVYLYISGHLNPNKLYQPPETILQHWPNAHRPKGERASEVGEPPAGKVARMKEALAHFTIHTALVPSEAQDTPLFRYLNPQASLSHTSEEDFLPVEAVREGKEEKKGGPPGRGPPGWRRREELRLPDLKVLCYQEAGSRGTRDRHHYVSSYLAGATSADRYRMFLRFQKEVLAKQDLLKNDFTGSKAAAGHERKLQQELQKICTCSPQQFNRLHVFGKVFEDICNSSLIFGDLLKKVKDEYELYMA.... Result: 0 (no interaction). (2) The miRNA is hsa-miR-7854-3p with sequence UGAGGUGACCGCAGAUGGGAA. The protein sequence of the target gene is MHVMAASMARGGVSARVLLQAARGTWWNRPGGTSGSGEGVALGTTRKFQATGSRPAGEEDAGGPERPGDVVNVVFVDRSGQRIPVSGRVGDNVLHLAQRHGVDLEGACEASLACSTCHVYVSEDHLDLLPPPEEREDDMLDMAPLLQENSRLGCQIVLTPELEGAEFTLPKITRNFYVDGHVPKPH. Result: 0 (no interaction).